Dataset: Forward reaction prediction with 1.9M reactions from USPTO patents (1976-2016). Task: Predict the product of the given reaction. (1) Given the reactants [CH2:1]([O:3][C:4](=[O:17])[C:5]([O:8][C:9]1[CH:14]=[C:13]([OH:15])[CH:12]=[CH:11][C:10]=1[CH3:16])([CH3:7])[CH3:6])[CH3:2].[CH3:18][C:19]1[C:24]([CH2:25][CH2:26]O)=[CH:23][CH:22]=[C:21]([C:28]2[CH:33]=[CH:32][C:31]([C:34]([F:37])([F:36])[F:35])=[CH:30][CH:29]=2)[N:20]=1.C1(P(C2C=CC=CC=2)C2C=CC=CC=2)C=CC=CC=1.N(C(OC(C)(C)C)=O)=NC(OC(C)(C)C)=O, predict the reaction product. The product is: [CH2:1]([O:3][C:4](=[O:17])[C:5]([CH3:6])([O:8][C:9]1[CH:14]=[C:13]([O:15][CH2:26][CH2:25][C:24]2[C:19]([CH3:18])=[N:20][C:21]([C:28]3[CH:33]=[CH:32][C:31]([C:34]([F:37])([F:35])[F:36])=[CH:30][CH:29]=3)=[CH:22][CH:23]=2)[CH:12]=[CH:11][C:10]=1[CH3:16])[CH3:7])[CH3:2]. (2) Given the reactants [CH2:1]1[C@@H:5]2[CH2:6][NH:7][CH2:8][CH2:9][N:4]2[C:3](=[O:10])[O:2]1.Cl[C:12]1[C:21]2[C:16](=[CH:17][C:18]([Cl:22])=[CH:19][CH:20]=2)[CH:15]=[N:14][N:13]=1, predict the reaction product. The product is: [Cl:22][C:18]1[CH:17]=[C:16]2[C:21](=[CH:20][CH:19]=1)[C:12]([N:7]1[CH2:8][CH2:9][N:4]3[C:3](=[O:10])[O:2][CH2:1][C@@H:5]3[CH2:6]1)=[N:13][N:14]=[CH:15]2.